This data is from Reaction yield outcomes from USPTO patents with 853,638 reactions. The task is: Predict the reaction yield, written as a fraction of the theoretical maximum amount of product (1.0 means a 100% yield; for example, 0.34 means a 34% yield). (1) The reactants are C([C:3]1[CH:19]=[CH:18][C:6]([O:7][C:8]2[CH:9]=[CH:10][C:11]3[B:15]([OH:16])[O:14][CH2:13][C:12]=3[CH:17]=2)=[CH:5][CH:4]=1)#N.[N-:20]=[N+:21]=[N-:22].[Na+].[Cl-].[NH4+].O.[CH3:27][N:28](C)C=O. No catalyst specified. The product is [OH:16][B:15]1[C:11]2[CH:10]=[CH:9][C:8]([O:7][C:6]3[CH:5]=[CH:4][C:3]([N:20]4[CH:27]=[N:28][N:22]=[N:21]4)=[CH:19][CH:18]=3)=[CH:17][C:12]=2[CH2:13][O:14]1. The yield is 0.230. (2) The reactants are [O:1]1[C:5]2[CH:6]=[CH:7][C:8]([C:10]3([C:13]([NH:15][C:16]4[CH:17]=[C:18]([C:23]5[CH:28]=[CH:27][C:26]([C:29]#[N:30])=[C:25]([Cl:31])[CH:24]=5)[C:19]([CH3:22])=[CH:20][CH:21]=4)=[O:14])[CH2:12][CH2:11]3)=[CH:9][C:4]=2[O:3][CH2:2]1.[Cl-].[NH4+].[N-:34]=[N+:35]=[N-:36].[Na+]. The catalyst is CN(C=O)C. The product is [O:1]1[C:5]2[CH:6]=[CH:7][C:8]([C:10]3([C:13]([NH:15][C:16]4[CH:17]=[C:18]([C:23]5[CH:28]=[CH:27][C:26]([C:29]6[N:34]=[N:35][NH:36][N:30]=6)=[C:25]([Cl:31])[CH:24]=5)[C:19]([CH3:22])=[CH:20][CH:21]=4)=[O:14])[CH2:12][CH2:11]3)=[CH:9][C:4]=2[O:3][CH2:2]1. The yield is 0.0900.